This data is from Reaction yield outcomes from USPTO patents with 853,638 reactions. The task is: Predict the reaction yield, written as a fraction of the theoretical maximum amount of product (1.0 means a 100% yield; for example, 0.34 means a 34% yield). (1) The reactants are [CH3:1][C:2]1[C:7]([C:8](O)=[O:9])=[C:6]([NH:11][C:12]2[CH:17]=[CH:16][CH:15]=[C:14]([CH3:18])[CH:13]=2)[N:5]=[C:4]([S:19][CH3:20])[N:3]=1.C([N:24](C(C)C)CC)(C)C.[OH-].[NH4+]. The catalyst is CN(C=O)C. The product is [CH3:1][C:2]1[C:7]([C:8]([NH2:24])=[O:9])=[C:6]([NH:11][C:12]2[CH:17]=[CH:16][CH:15]=[C:14]([CH3:18])[CH:13]=2)[N:5]=[C:4]([S:19][CH3:20])[N:3]=1. The yield is 0.740. (2) The reactants are [CH3:1][N:2]1[C:11](=[O:12])[C:10]2[C:5](=[CH:6][CH:7]=[C:8]([N+:13]([O-])=O)[CH:9]=2)[N:4]=[C:3]1[C:16]1[CH:21]=[CH:20][CH:19]=[C:18]([O:22][CH2:23][CH2:24][CH2:25][N:26]2[CH2:31][CH2:30][CH2:29][CH2:28][CH2:27]2)[CH:17]=1.[H][H]. The catalyst is CO.[C].[Pd]. The product is [NH2:13][C:8]1[CH:9]=[C:10]2[C:5](=[CH:6][CH:7]=1)[N:4]=[C:3]([C:16]1[CH:21]=[CH:20][CH:19]=[C:18]([O:22][CH2:23][CH2:24][CH2:25][N:26]3[CH2:27][CH2:28][CH2:29][CH2:30][CH2:31]3)[CH:17]=1)[N:2]([CH3:1])[C:11]2=[O:12]. The yield is 0.440. (3) The yield is 0.360. The product is [Br:1][C:2]1[C:10]2[O:9][CH:8]=[C:7]([CH2:11][C:16]#[N:18])[C:6]=2[C:5]([F:12])=[C:4]([F:13])[CH:3]=1. The reactants are [Br:1][C:2]1[C:10]2[O:9][CH:8]=[C:7]([CH3:11])[C:6]=2[C:5]([F:12])=[C:4]([F:13])[CH:3]=1.C1C(=O)[N:18](Br)[C:16](=O)C1.[C-]#N.[Na+].[OH-].[Na+]. The catalyst is O.C(Cl)(Cl)(Cl)Cl. (4) The reactants are [O:1]=[C:2]1[C:11]2[C:6](=[CH:7][CH:8]=[CH:9][C:10]=2[C:12]([F:15])([F:14])[F:13])[NH:5][CH:4]=[C:3]1[C:16]([OH:18])=O.[CH:19]12[N:25]([C:26]3[CH:32]=[CH:31][C:29]([NH2:30])=[C:28]([C:33]#[C:34][CH2:35][N:36]([CH3:38])[CH3:37])[CH:27]=3)[CH:22]([CH2:23][CH2:24]1)[CH2:21][CH2:20]2.C(P1(=O)OP(CCC)(=O)OP(CCC)(=O)O1)CC.N1C=CC=CC=1. The catalyst is CC1CCCO1.CCOC(C)=O. The product is [CH:19]12[N:25]([C:26]3[CH:32]=[CH:31][C:29]([NH:30][C:16]([C:3]4[C:2](=[O:1])[C:11]5[C:6](=[CH:7][CH:8]=[CH:9][C:10]=5[C:12]([F:13])([F:14])[F:15])[NH:5][CH:4]=4)=[O:18])=[C:28]([C:33]#[C:34][CH2:35][N:36]([CH3:38])[CH3:37])[CH:27]=3)[CH:22]([CH2:23][CH2:24]1)[CH2:21][CH2:20]2. The yield is 0.170.